From a dataset of Full USPTO retrosynthesis dataset with 1.9M reactions from patents (1976-2016). Predict the reactants needed to synthesize the given product. (1) Given the product [C:37]([O:36][C:34](=[O:35])[NH:41][CH2:42][C:43]([N:24]1[CH2:23][CH2:22][N:21]([C:18]2[CH:17]=[N:16][C:15]([NH:14][C:11]3[N:12]=[CH:13][C:8]4[CH:7]=[C:6]([C:4](=[O:5])[N:3]([CH3:33])[CH3:2])[N:27]([CH:28]5[CH2:32][CH2:31][CH2:30][CH2:29]5)[C:9]=4[N:10]=3)=[CH:20][CH:19]=2)[CH2:26][CH2:25]1)=[O:44])([CH3:40])([CH3:38])[CH3:39], predict the reactants needed to synthesize it. The reactants are: Cl.[CH3:2][N:3]([CH3:33])[C:4]([C:6]1[N:27]([CH:28]2[CH2:32][CH2:31][CH2:30][CH2:29]2)[C:9]2[N:10]=[C:11]([NH:14][C:15]3[CH:20]=[CH:19][C:18]([N:21]4[CH2:26][CH2:25][NH:24][CH2:23][CH2:22]4)=[CH:17][N:16]=3)[N:12]=[CH:13][C:8]=2[CH:7]=1)=[O:5].[C:34]([NH:41][CH2:42][C:43](O)=[O:44])([O:36][C:37]([CH3:40])([CH3:39])[CH3:38])=[O:35]. (2) Given the product [ClH:16].[I:1][C:2]1[CH:10]=[C:9]2[C:5]([C:6]([CH3:15])([CH3:14])[CH2:7][NH:8]2)=[CH:4][CH:3]=1, predict the reactants needed to synthesize it. The reactants are: [I:1][C:2]1[CH:10]=[C:9]2[C:5]([C:6]([CH3:15])([CH3:14])[CH2:7][N:8]2C(=O)C)=[CH:4][CH:3]=1.[ClH:16].